Dataset: Forward reaction prediction with 1.9M reactions from USPTO patents (1976-2016). Task: Predict the product of the given reaction. Given the reactants [OH:1][C:2]1[C:7]([OH:8])=[CH:6][CH:5]=[CH:4][C:3]=1[CH:9]=[CH:10][C:11]1[N:20]([C:21]2[CH:26]=[CH:25][CH:24]=[CH:23][CH:22]=2)[C:19](=[O:27])[C:18]2[C:13](=[CH:14][CH:15]=[CH:16][CH:17]=2)[N:12]=1.C([O-])([O-])=O.[K+].[K+].Cl[CH2:35][CH2:36][N:37]([CH2:40][CH3:41])[CH2:38][CH3:39].O, predict the reaction product. The product is: [CH2:36]([N:37]([CH2:40][CH3:41])[CH2:38][CH2:39][O:1][C:2]1[C:7]([OH:8])=[CH:6][CH:5]=[CH:4][C:3]=1[CH:9]=[CH:10][C:11]1[N:20]([C:21]2[CH:22]=[CH:23][CH:24]=[CH:25][CH:26]=2)[C:19](=[O:27])[C:18]2[C:13](=[CH:14][CH:15]=[CH:16][CH:17]=2)[N:12]=1)[CH3:35].